This data is from hERG potassium channel inhibition data for cardiac toxicity prediction from Karim et al.. The task is: Regression/Classification. Given a drug SMILES string, predict its toxicity properties. Task type varies by dataset: regression for continuous values (e.g., LD50, hERG inhibition percentage) or binary classification for toxic/non-toxic outcomes (e.g., AMES mutagenicity, cardiotoxicity, hepatotoxicity). Dataset: herg_karim. (1) The molecule is Cc1cccc(Nc2nc(NC[C@@H]3CCCN3)ncc2C(N)=O)c1. The result is 1 (blocker). (2) The molecule is NC(N)=Nc1nc(CSCC/C(N)=N\S(N)(=O)=O)cs1. The result is 0 (non-blocker). (3) The drug is CCCCCCCCCCCCc1cccc(CCCCCCCCCCCC)[n+]1C. The result is 1 (blocker). (4) The compound is CN1C2CCC1CC(Oc1cccc(C(N)=O)c1)C2. The result is 0 (non-blocker). (5) The compound is CC[C@H](C)[C@H](C(=O)O)N1CC(CN2CCC(c3cc(Cc4ccc(C(C)C)cc4)nn3CC)CC2)[C@@H](c2cccc(F)c2)C1. The result is 1 (blocker). (6) The compound is Cc1c([C@@H](O)CN2CCC3(CC2)CCN(c2ccc(-n4cnnn4)cn2)C3)ccc2c1COC2=O. The result is 1 (blocker). (7) The molecule is Cc1[nH]c2ccccc2c1CN1CC2CN(CCNS(=O)(=O)c3ccc(C#N)cc3)CC(C1)O2. The result is 0 (non-blocker). (8) The compound is FC(F)(F)c1cc(Cl)cc(COCC2(c3ccccc3)CCNCC2)c1. The result is 1 (blocker). (9) The molecule is Cc1nc2ncc(Oc3ccc(Cl)cc3F)nc2c(=O)n1C[C@H]1CCCN(C(C)C)C1. The result is 0 (non-blocker). (10) The drug is Clc1ccc(Cn2cc(NCCN3CCCCC3)nn2)cc1Cl. The result is 1 (blocker).